This data is from Forward reaction prediction with 1.9M reactions from USPTO patents (1976-2016). The task is: Predict the product of the given reaction. Given the reactants [CH3:1][O:2][C:3]1[CH:12]=[CH:11][C:10]([C:13]2[NH:17][N:16]=[N:15][N:14]=2)=[CH:9][C:4]=1[C:5]([O:7][CH3:8])=[O:6].[C:18](=O)([O-])[O-].[K+].[K+], predict the reaction product. The product is: [CH3:1][O:2][C:3]1[CH:12]=[CH:11][C:10]([C:13]2[N:14]=[N:15][N:16]([CH3:18])[N:17]=2)=[CH:9][C:4]=1[C:5]([O:7][CH3:8])=[O:6].